Dataset: Forward reaction prediction with 1.9M reactions from USPTO patents (1976-2016). Task: Predict the product of the given reaction. The product is: [Cl:10][C:6]1[N:5]=[CH:4][N:3]=[C:2]([N:13]([CH3:12])[CH2:14][CH2:15][CH2:16][C:17]([O:19][CH3:20])=[O:18])[C:7]=1[CH:8]=[O:9]. Given the reactants Cl[C:2]1[C:7]([CH:8]=[O:9])=[C:6]([Cl:10])[N:5]=[CH:4][N:3]=1.Cl.[CH3:12][NH:13][CH2:14][CH2:15][CH2:16][C:17]([OH:19])=[O:18].[C:20](=O)([O-])[O-].[Na+].[Na+].CI, predict the reaction product.